From a dataset of Catalyst prediction with 721,799 reactions and 888 catalyst types from USPTO. Predict which catalyst facilitates the given reaction. Reactant: [CH3:1][N:2]([CH3:24])[C:3]1[CH:8]=[C:7]([CH3:9])[N:6]=[C:5]([NH:10][CH:11]2[CH:15]([OH:16])[CH2:14][N:13](C(OC(C)(C)C)=O)[CH2:12]2)[N:4]=1.[ClH:25].C(OCC)C. Product: [ClH:25].[ClH:25].[CH3:24][N:2]([CH3:1])[C:3]1[CH:8]=[C:7]([CH3:9])[N:6]=[C:5]([NH:10][CH:11]2[CH2:12][NH:13][CH2:14][CH:15]2[OH:16])[N:4]=1. The catalyst class is: 13.